This data is from Catalyst prediction with 721,799 reactions and 888 catalyst types from USPTO. The task is: Predict which catalyst facilitates the given reaction. (1) Reactant: [C:1]([C:3]1[CH:4]=[N:5][N:6]2[CH:11]=[CH:10][C:9]([C:12]3[CH:20]=[CH:19][C:15]([C:16]([OH:18])=O)=[CH:14][CH:13]=3)=[N:8][C:7]=12)#[CH:2].CN1CCOCC1.CN(C(ON1N=NC2C=CC=NC1=2)=[N+](C)C)C.F[P-](F)(F)(F)(F)F.[N:52]1([C:58]([O:60][C:61]([CH3:64])([CH3:63])[CH3:62])=[O:59])[CH2:57][CH2:56][NH:55][CH2:54][CH2:53]1. Product: [C:1]([C:3]1[CH:4]=[N:5][N:6]2[CH:11]=[CH:10][C:9]([C:12]3[CH:13]=[CH:14][C:15]([C:16]([N:55]4[CH2:54][CH2:53][N:52]([C:58]([O:60][C:61]([CH3:64])([CH3:63])[CH3:62])=[O:59])[CH2:57][CH2:56]4)=[O:18])=[CH:19][CH:20]=3)=[N:8][C:7]=12)#[CH:2]. The catalyst class is: 31. (2) Reactant: [CH3:1][C:2]1[CH:7]=[CH:6][C:5]([S:8]([O:11][CH2:12][C@@H:13]2[O:18][C:17]3[C:19](C=O)=[C:20]([N+:23]([O-:25])=[O:24])[CH:21]=[CH:22][C:16]=3[O:15][CH2:14]2)(=[O:10])=[O:9])=[CH:4][CH:3]=1. Product: [CH3:1][C:2]1[CH:3]=[CH:4][C:5]([S:8]([O:11][CH2:12][CH:13]2[O:18][C:17]3[C:19](/[CH:19]=[CH:17]/[C:16](=[O:15])[CH2:22][CH3:21])=[C:20]([N+:23]([O-:25])=[O:24])[CH:21]=[CH:22][C:16]=3[O:15][CH2:14]2)(=[O:10])=[O:9])=[CH:6][CH:7]=1. The catalyst class is: 11. (3) Reactant: Br[C:2]1[CH:7]=[C:6]([CH:8]2[N:12]([C:13]3[CH:18]=[CH:17][C:16]([F:19])=[CH:15][C:14]=3[F:20])[N:11]=[C:10]([C:21]([F:27])([F:26])[C:22]([F:25])([F:24])[F:23])[CH2:9]2)[CH:5]=[CH:4][N:3]=1.[C:28]([N:35]1[CH2:40][CH2:39][NH:38][CH2:37][CH2:36]1)([O:30][C:31]([CH3:34])([CH3:33])[CH3:32])=[O:29].C1C=CC(P(C2C(C3C(P(C4C=CC=CC=4)C4C=CC=CC=4)=CC=C4C=3C=CC=C4)=C3C(C=CC=C3)=CC=2)C2C=CC=CC=2)=CC=1.CC(C)([O-])C.[Na+]. Product: [C:28]([N:35]1[CH2:36][CH2:37][N:38]([C:2]2[CH:7]=[C:6]([CH:8]3[N:12]([C:13]4[CH:18]=[CH:17][C:16]([F:19])=[CH:15][C:14]=4[F:20])[N:11]=[C:10]([C:21]([F:27])([F:26])[C:22]([F:25])([F:23])[F:24])[CH2:9]3)[CH:5]=[CH:4][N:3]=2)[CH2:39][CH2:40]1)([O:30][C:31]([CH3:34])([CH3:33])[CH3:32])=[O:29]. The catalyst class is: 187. (4) Reactant: [N:1]1[CH:6]=[CH:5][CH:4]=[C:3]([NH:7][C:8](=[O:15])OCC(Cl)(Cl)Cl)[N:2]=1.[F:16][C:17]1[CH:18]=[C:19]([C:23]2[N:24]=[C:25]([CH:28]3[CH2:33][CH2:32][NH:31][CH2:30][CH2:29]3)[S:26][CH:27]=2)[CH:20]=[CH:21][CH:22]=1.C(N(C(C)C)CC)(C)C.O. Product: [F:16][C:17]1[CH:18]=[C:19]([C:23]2[N:24]=[C:25]([CH:28]3[CH2:33][CH2:32][N:31]([C:8]([NH:7][C:3]4[N:2]=[N:1][CH:6]=[CH:5][CH:4]=4)=[O:15])[CH2:30][CH2:29]3)[S:26][CH:27]=2)[CH:20]=[CH:21][CH:22]=1. The catalyst class is: 16. (5) The catalyst class is: 12. Reactant: [ClH:1].[O:2]=[C:3]1[NH:9][C:8]2[CH:10]=[C:11]([C:14]([O:16][CH3:17])=[O:15])[CH:12]=[CH:13][C:7]=2[CH2:6][N:5](C(OC(C)(C)C)=O)[CH2:4]1. Product: [O:2]=[C:3]1[NH:9][C:8]2[CH:10]=[C:11]([C:14]([O:16][CH3:17])=[O:15])[CH:12]=[CH:13][C:7]=2[CH2:6][NH:5][CH2:4]1.[ClH:1].